This data is from Full USPTO retrosynthesis dataset with 1.9M reactions from patents (1976-2016). The task is: Predict the reactants needed to synthesize the given product. (1) Given the product [Cl:17][C:6]1[CH:5]=[C:4]([C:9]2[CH:14]=[CH:13][N:12]=[CH:11][CH:10]=2)[N:3]=[C:2]([NH2:1])[N:7]=1, predict the reactants needed to synthesize it. The reactants are: [NH2:1][C:2]1[N:7]=[C:6](O)[CH:5]=[C:4]([C:9]2[CH:14]=[CH:13][N:12]=[CH:11][CH:10]=2)[N:3]=1.P(Cl)(Cl)([Cl:17])=O.CN(C)C1C=CC=CC=1. (2) Given the product [CH2:1]([O:4][C:10]1[N:9]=[C:8]([NH2:7])[CH:13]=[N:12][CH:11]=1)[CH:2]=[CH2:3], predict the reactants needed to synthesize it. The reactants are: [CH2:1]([OH:4])[CH:2]=[CH2:3].[H-].[Na+].[NH2:7][C:8]1[CH:13]=[N:12][CH:11]=[C:10](Cl)[N:9]=1. (3) The reactants are: [NH2:1][C:2]1[NH:6][N:5]=[C:4]([NH:7][C:8]2[CH:13]=[CH:12][C:11]([CH2:14][C:15]#[N:16])=[CH:10][CH:9]=2)[C:3]=1[C:17]([NH2:19])=[O:18].[CH3:20][C:21]1[CH:22]=[C:23]([CH:26]=[C:27]([CH3:30])[C:28]=1[OH:29])[CH:24]=O.CN(C=O)C.[BH4-].[Na+]. Given the product [C:15]([CH2:14][C:11]1[CH:10]=[CH:9][C:8]([NH:7][C:4]2[C:3]([C:17]([NH2:19])=[O:18])=[C:2]([NH:1][CH2:24][C:23]3[CH:26]=[C:27]([CH3:30])[C:28]([OH:29])=[C:21]([CH3:20])[CH:22]=3)[NH:6][N:5]=2)=[CH:13][CH:12]=1)#[N:16], predict the reactants needed to synthesize it.